This data is from Forward reaction prediction with 1.9M reactions from USPTO patents (1976-2016). The task is: Predict the product of the given reaction. (1) Given the reactants [CH3:1][C:2]1[CH:3]=[C:4]([CH:27]=[CH:28][CH:29]=1)[C:5]([NH:7][C:8]1[CH:13]=[CH:12][C:11]([CH3:14])=[C:10]([NH:15][C:16]2[S:17][CH:18]=[C:19]([C:21]3[CH:22]=[N:23][CH:24]=[CH:25][CH:26]=3)[N:20]=2)[CH:9]=1)=[O:6].CC1C=CC([NH:37]C(C2C=C(C3C=CC=CC=3)C=CC=2)=O)=CC=1NC1SC=C(C2C=NC=CC=2)N=1.CC1C=CC(NC(=O)C2C=CC=C(C(F)(F)F)C=2)=CC=1NC1SC=C(C2C=NC=CC=2)N=1.CC1C=CC(NC(=O)C2C=CC(CN3CCCC3)=CC=2)=CC=1NC1SC=C(C2C=NC=CC=2)N=1.COC1C=C(OC)C=CC=1NC(=O)NC1C=CC(C(NC2C=CC(C)=C(NC3SC=C(C4C=NC=CC=4)N=3)C=2)=O)=CC=1.IC1C=CC=CC=1NC(=O)NC1C=CC(C(NC2C=CC(C)=C(NC3SC=C(C4C=NC=CC=4)N=3)C=2)=O)=CC=1.FC1C=CC(NC(=O)NC2C=CC(C(NC3C=CC(C)=C(NC4SC=C(C5C=NC=CC=5)N=4)C=3)=O)=CC=2)=CC=1.BrC1C=C(C=CC=1C)C(NC1C=CC(C)=C(NC2SC=C(C3C=NC=CC=3)N=2)C=1)=O.FC1C=CC(C(NC2C=CC(C)=C(NC3SC=C(C4C=NC=CC=4)N=3)C=2)=O)=CC=1.C(C1C=CC(C(NC2C=CC(C)=C(NC3SC=C(C4C=NC=CC=4)N=3)C=2)=O)=CC=1)#N, predict the reaction product. The product is: [C:1]([C:2]1[CH:3]=[C:4]([CH:27]=[CH:28][CH:29]=1)[C:5]([NH:7][C:8]1[CH:13]=[CH:12][C:11]([CH3:14])=[C:10]([NH:15][C:16]2[S:17][CH:18]=[C:19]([C:21]3[CH:22]=[N:23][CH:24]=[CH:25][CH:26]=3)[N:20]=2)[CH:9]=1)=[O:6])#[N:37]. (2) Given the reactants Cl.Cl.[NH2:3][CH2:4][C:5]1[CH2:11][CH2:10][NH:9][C:8]2[N:12]=[CH:13][N:14]=[C:15]([NH:16][C:17]3[CH:22]=[CH:21][C:20]([O:23][C:24]4[CH:29]=[CH:28][CH:27]=[C:26]([C:30]([F:33])([F:32])[F:31])[CH:25]=4)=[C:19]([Cl:34])[CH:18]=3)[C:7]=2[CH:6]=1.[CH3:35][S:36]([CH2:39][C:40](O)=[O:41])(=[O:38])=[O:37].ON1C2C=CC=CC=2N=N1.Cl.C(N=C=NCCCN(C)C)C, predict the reaction product. The product is: [Cl:34][C:19]1[CH:18]=[C:17]([NH:16][C:15]2[C:7]3[CH:6]=[C:5]([CH2:4][NH:3][C:40](=[O:41])[CH2:39][S:36]([CH3:35])(=[O:38])=[O:37])[CH2:11][CH2:10][NH:9][C:8]=3[N:12]=[CH:13][N:14]=2)[CH:22]=[CH:21][C:20]=1[O:23][C:24]1[CH:29]=[CH:28][CH:27]=[C:26]([C:30]([F:32])([F:33])[F:31])[CH:25]=1. (3) Given the reactants Br[C:2]1[C:7]([CH3:8])=[CH:6][C:5]([CH2:9][C:10]([O:12][CH3:13])=[O:11])=[C:4]([Cl:14])[CH:3]=1.[N:15]1[CH:20]=[CH:19][CH:18]=[C:17](B(O)O)[CH:16]=1.C([O-])([O-])=O.[K+].[K+].O, predict the reaction product. The product is: [Cl:14][C:4]1[CH:3]=[C:2]([C:17]2[CH:16]=[N:15][CH:20]=[CH:19][CH:18]=2)[C:7]([CH3:8])=[CH:6][C:5]=1[CH2:9][C:10]([O:12][CH3:13])=[O:11]. (4) Given the reactants C(OC([N:8]1[CH:13]([C:14]2[NH:15][C:16]([C:19]3[CH:24]=[CH:23][C:22]([C:25]4[CH:34]=[CH:33][C:32]5[C:27](=[CH:28][CH:29]=[C:30]([C:35]6[NH:36][C:37]([CH:40]7[CH2:46][C:43]8([CH2:45][CH2:44]8)[CH2:42][N:41]7[C:47](=[O:57])[CH:48]([NH:52][C:53]([O:55][CH3:56])=[O:54])[CH:49]([CH3:51])[CH3:50])=[N:38][CH:39]=6)[CH:31]=5)[CH:26]=4)=[CH:21][CH:20]=3)=[CH:17][N:18]=2)[CH:12]2[CH2:58][CH:9]1[CH2:10][CH2:11]2)=O)(C)(C)C.Cl.CN1CCOCC1.[CH3:67][O:68][C:69]([NH:71][CH:72]([CH2:76][CH3:77])[C:73](O)=[O:74])=[O:70].CN(C(ON1N=NC2C=CC=NC1=2)=[N+](C)C)C.F[P-](F)(F)(F)(F)F, predict the reaction product. The product is: [CH3:56][O:55][C:53](=[O:54])[NH:52][CH:48]([C:47]([N:41]1[CH:40]([C:37]2[NH:36][C:35]([C:30]3[CH:29]=[CH:28][C:27]4[C:32](=[CH:33][CH:34]=[C:25]([C:22]5[CH:23]=[CH:24][C:19]([C:16]6[NH:15][C:14]([CH:13]7[CH:12]8[CH2:58][CH:9]([CH2:10][CH2:11]8)[N:8]7[C:73](=[O:74])[CH:72]([NH:71][C:69]([O:68][CH3:67])=[O:70])[CH2:76][CH3:77])=[N:18][CH:17]=6)=[CH:20][CH:21]=5)[CH:26]=4)[CH:31]=3)=[CH:39][N:38]=2)[CH2:46][C:43]2([CH2:45][CH2:44]2)[CH2:42]1)=[O:57])[CH:49]([CH3:51])[CH3:50]. (5) Given the reactants C(OP([CH2:9][C:10]1[CH:15]=[CH:14][C:13]([C:16]2[CH:21]=[CH:20][CH:19]=[CH:18][C:17]=2[C:22]#[N:23])=[CH:12][N:11]=1)(=O)OCC)C.C[Si]([N-][Si](C)(C)C)(C)C.[Li+].[F:34][C:35]1([F:49])[CH2:43][C@@H:42]2[C@@H:38]([C@@H:39]([CH3:45])[O:40][C:41]2=[O:44])[C@@H:37]([CH:46]=O)[C@@H:36]1[CH3:48], predict the reaction product. The product is: [F:49][C:35]1([F:34])[CH2:43][C@@H:42]2[C@@H:38]([C@@H:39]([CH3:45])[O:40][C:41]2=[O:44])[C@@H:37](/[CH:46]=[CH:9]/[C:10]2[N:11]=[CH:12][C:13]([C:16]3[CH:21]=[CH:20][CH:19]=[CH:18][C:17]=3[C:22]#[N:23])=[CH:14][CH:15]=2)[C@@H:36]1[CH3:48]. (6) Given the reactants [CH3:1][O:2][C:3]1[C:4]([CH3:27])=[C:5]([C:18]([O:25][CH3:26])=[C:19]([O:23][CH3:24])[C:20]=1[O:21][CH3:22])[CH2:6][C:7]1[CH:16]=[CH:15][C:10]([C:11]([O:13][CH3:14])=[O:12])=[C:9]([OH:17])[CH:8]=1.C(N(CC)CC)C.[F:35][C:36]([F:49])([F:48])[S:37](O[S:37]([C:36]([F:49])([F:48])[F:35])(=[O:39])=[O:38])(=[O:39])=[O:38], predict the reaction product. The product is: [CH3:1][O:2][C:3]1[C:4]([CH3:27])=[C:5]([C:18]([O:25][CH3:26])=[C:19]([O:23][CH3:24])[C:20]=1[O:21][CH3:22])[CH2:6][C:7]1[CH:16]=[CH:15][C:10]([C:11]([O:13][CH3:14])=[O:12])=[C:9]([O:17][S:37]([C:36]([F:49])([F:48])[F:35])(=[O:39])=[O:38])[CH:8]=1.